From a dataset of Full USPTO retrosynthesis dataset with 1.9M reactions from patents (1976-2016). Predict the reactants needed to synthesize the given product. (1) Given the product [N:3]1[CH:4]=[CH:5][CH:6]=[CH:7][C:2]=1[NH:1][C:39]([C:23]1[C:24]2[N:25]=[CH:26][C:27]([CH2:30][N:31]3[CH2:36][CH2:35][N:34]([CH2:37][CH3:38])[CH2:33][CH2:32]3)=[N:28][C:29]=2[C:20]([C:10]2[C:9]([Cl:8])=[C:14]([O:15][CH3:16])[CH:13]=[C:12]([O:17][CH3:18])[C:11]=2[Cl:19])=[CH:21][CH:22]=1)=[O:40], predict the reactants needed to synthesize it. The reactants are: [NH2:1][C:2]1[CH:7]=[CH:6][CH:5]=[CH:4][N:3]=1.[Cl:8][C:9]1[C:14]([O:15][CH3:16])=[CH:13][C:12]([O:17][CH3:18])=[C:11]([Cl:19])[C:10]=1[C:20]1[C:29]2[N:28]=[C:27]([CH2:30][N:31]3[CH2:36][CH2:35][N:34]([CH2:37][CH3:38])[CH2:33][CH2:32]3)[CH:26]=[N:25][C:24]=2[C:23]([C:39](O)=[O:40])=[CH:22][CH:21]=1. (2) Given the product [C:20]([O:23][C:12]1[CH:13]=[CH:14][C:9]([O:8][CH2:1][C:2]2[CH:3]=[CH:4][CH:5]=[CH:6][CH:7]=2)=[C:10]([C:26]([CH3:32])([CH3:31])[CH3:27])[C:11]=1[F:19])(=[O:22])[CH3:21], predict the reactants needed to synthesize it. The reactants are: [CH2:1]([O:8][C:9]1[CH:14]=[CH:13][C:12](CC(O)=O)=[C:11]([F:19])[CH:10]=1)[C:2]1[CH:7]=[CH:6][CH:5]=[CH:4][CH:3]=1.[C:20]([O:23]CC)(=[O:22])[CH3:21].[C:26]1([CH3:32])[CH:31]=CC=C[CH:27]=1. (3) Given the product [C:4]([C:22]1[CH:21]=[C:20]([C:2]2[CH:3]=[C:4]3[C:8](=[CH:9][CH:10]=2)[NH:7][C:6](=[O:11])[CH2:5]3)[CH2:25][CH2:24][N:23]=1)([CH3:8])([CH3:5])[CH3:3], predict the reactants needed to synthesize it. The reactants are: Br[C:2]1[CH:3]=[C:4]2[C:8](=[CH:9][CH:10]=1)[NH:7][C:6](=[O:11])[CH2:5]2.CC1(C)C(C)(C)OB([C:20]2[CH2:25][CH2:24][N:23](C(OC(C)(C)C)=O)[CH2:22][CH:21]=2)O1.C([O-])([O-])=O.[K+].[K+]. (4) Given the product [F:8][C:6]1[CH:7]=[C:2]2[C:3]([CH:12]=[C:13]([C:14]([CH3:26])([CH3:25])[C:15]([O:17][CH2:18][C:19]3[CH:20]=[CH:21][CH:22]=[CH:23][CH:24]=3)=[O:16])[NH:1]2)=[CH:4][C:5]=1[N+:9]([O-:11])=[O:10], predict the reactants needed to synthesize it. The reactants are: [NH2:1][C:2]1[CH:7]=[C:6]([F:8])[C:5]([N+:9]([O-:11])=[O:10])=[CH:4][C:3]=1[C:12]#[C:13][C:14]([CH3:26])([CH3:25])[C:15]([O:17][CH2:18][C:19]1[CH:24]=[CH:23][CH:22]=[CH:21][CH:20]=1)=[O:16]. (5) Given the product [NH2:17][CH2:16][C:15]1[CH:14]=[CH:13][C:12]([NH:11][C:9]([NH:8][C:3]2[CH:4]=[CH:5][CH:6]=[CH:7][C:2]=2[CH3:1])=[O:10])=[CH:26][CH:25]=1, predict the reactants needed to synthesize it. The reactants are: [CH3:1][C:2]1[CH:7]=[CH:6][CH:5]=[CH:4][C:3]=1[NH:8][C:9]([NH:11][C:12]1[CH:26]=[CH:25][C:15]([CH2:16][NH:17]C(=O)OC(C)(C)C)=[CH:14][CH:13]=1)=[O:10].